This data is from Reaction yield outcomes from USPTO patents with 853,638 reactions. The task is: Predict the reaction yield, written as a fraction of the theoretical maximum amount of product (1.0 means a 100% yield; for example, 0.34 means a 34% yield). (1) The reactants are [CH3:1]C(C)([O-])C.[K+].O=[C:8]1[CH2:12][N:11]([C:13]([O:15][C:16]([CH3:19])([CH3:18])[CH3:17])=[O:14])[C@H:10]([C:20]([O:22][CH3:23])=[O:21])[CH2:9]1.[Cl-].[NH4+]. The catalyst is [Br-].C[P+](C1C=CC=CC=1)(C1C=CC=CC=1)C1C=CC=CC=1.C(OCC)C. The product is [CH2:1]=[C:8]1[CH2:12][N:11]([C:13]([O:15][C:16]([CH3:19])([CH3:18])[CH3:17])=[O:14])[C@H:10]([C:20]([O:22][CH3:23])=[O:21])[CH2:9]1. The yield is 0.700. (2) The reactants are [C:1]([O:5][C@@H:6]([C:11]1[C:12]([C:23]2[C:24]([Cl:33])=[C:25]3[C:30](=[CH:31][CH:32]=2)[O:29][CH2:28][CH2:27][CH2:26]3)=[C:13]2[C:20]([CH3:21])=[C:19]([CH3:22])[NH:18][C:14]2=[N:15][C:16]=1[CH3:17])[C:7]([O:9][CH3:10])=[O:8])([CH3:4])([CH3:3])[CH3:2].[OH-].[K+].O.Cl.Cl[CH2:39]Cl. The catalyst is [Br-].C([N+](CCCC)(CCCC)CCCC)CCC. The product is [C:1]([O:5][C@@H:6]([C:11]1[C:12]([C:23]2[C:24]([Cl:33])=[C:25]3[C:30](=[CH:31][CH:32]=2)[O:29][CH2:28][CH2:27][CH2:26]3)=[C:13]2[C:20]([CH3:21])=[C:19]([CH3:22])[N:18]([CH3:39])[C:14]2=[N:15][C:16]=1[CH3:17])[C:7]([O:9][CH3:10])=[O:8])([CH3:4])([CH3:2])[CH3:3]. The yield is 0.660. (3) The reactants are [CH:1]1([CH2:6][C@@H:7]([C:16]([N:18]2[CH:22]([C:23]([N:25]3[CH2:30][CH2:29][O:28][CH2:27][CH2:26]3)=[O:24])[CH2:21][CH:20]=[N:19]2)=[O:17])[CH2:8][C:9]([O:11]C(C)(C)C)=[O:10])[CH2:5][CH2:4][CH2:3][CH2:2]1.Cl. The catalyst is O1CCOCC1. The product is [CH:1]1([CH2:6][C@@H:7]([C:16]([N:18]2[CH:22]([C:23]([N:25]3[CH2:30][CH2:29][O:28][CH2:27][CH2:26]3)=[O:24])[CH2:21][CH:20]=[N:19]2)=[O:17])[CH2:8][C:9]([OH:11])=[O:10])[CH2:5][CH2:4][CH2:3][CH2:2]1. The yield is 1.00.